Task: Predict the product of the given reaction.. Dataset: Forward reaction prediction with 1.9M reactions from USPTO patents (1976-2016) (1) Given the reactants [CH2:1]([O:3][C:4](=[O:15])[CH2:5][CH:6]([CH2:11][N+:12]([O-:14])=[O:13])[CH2:7][CH:8]([CH3:10])[CH3:9])[CH3:2].[OH-].[Na+], predict the reaction product. The product is: [CH2:1]([O:3][C:4](=[O:15])[CH2:5][C@@H:6]([CH2:11][N+:12]([O-:14])=[O:13])[CH2:7][CH:8]([CH3:10])[CH3:9])[CH3:2]. (2) Given the reactants [OH-].[Li+].[Cl:3][C:4]1[CH:9]=[CH:8][C:7]([C:10]([NH:12][C@@H:13]([CH:18]2[CH2:23][CH2:22][CH2:21][CH2:20][CH2:19]2)[C:14]([O:16]C)=[O:15])=[O:11])=[C:6]([NH:24][C:25]([NH:27][C:28]2[C:33]([CH3:34])=[CH:32][C:31]([CH3:35])=[CH:30][C:29]=2[CH3:36])=[O:26])[CH:5]=1.CO.Cl, predict the reaction product. The product is: [Cl:3][C:4]1[CH:9]=[CH:8][C:7]([C:10]([NH:12][C@@H:13]([CH:18]2[CH2:19][CH2:20][CH2:21][CH2:22][CH2:23]2)[C:14]([OH:16])=[O:15])=[O:11])=[C:6]([NH:24][C:25]([NH:27][C:28]2[C:33]([CH3:34])=[CH:32][C:31]([CH3:35])=[CH:30][C:29]=2[CH3:36])=[O:26])[CH:5]=1. (3) Given the reactants [O:1]1[CH2:5][CH2:4][C@H:3]([OH:6])[CH2:2]1.C[Si]([N-][Si](C)(C)C)(C)C.[K+].F[C:18]1[CH:23]=[CH:22][N:21]=[C:20]([NH2:24])[CH:19]=1, predict the reaction product. The product is: [O:1]1[CH2:5][CH2:4][C@H:3]([O:6][C:18]2[CH:23]=[CH:22][N:21]=[C:20]([NH2:24])[CH:19]=2)[CH2:2]1. (4) Given the reactants [CH2:1]([OH:8])[C:2]1[CH:7]=[CH:6][CH:5]=[CH:4][CH:3]=1.[H-].[Na+].Cl.[Cl:12]C1C=CC(OC[CH2:19][CH2:20][CH:21]2[CH2:29][CH2:28][C:24]3[NH:25][CH:26]=[N:27][C:23]=3[CH2:22]2)=CC=1.O, predict the reaction product. The product is: [ClH:12].[CH2:1]([O:8][CH2:19][CH2:20][CH:21]1[CH2:29][CH2:28][C:24]2[NH:25][CH:26]=[N:27][C:23]=2[CH2:22]1)[C:2]1[CH:7]=[CH:6][CH:5]=[CH:4][CH:3]=1. (5) Given the reactants [CH:1]1([CH2:4][O:5][C:6]2[N:11]=[C:10]([C:12]([OH:14])=O)[CH:9]=[CH:8][C:7]=2[N:15]2[CH2:18][C:17]([F:20])([F:19])[CH2:16]2)[CH2:3][CH2:2]1.Cl.[NH:22]1[CH2:26][CH2:25][CH2:24][CH:23]1[C:27]([O:29][CH3:30])=[O:28].CN(C(ON1N=NC2C=CC=CC1=2)=[N+](C)C)C.[B-](F)(F)(F)F.CCN(C(C)C)C(C)C, predict the reaction product. The product is: [CH3:30][O:29][C:27]([CH:23]1[CH2:24][CH2:25][CH2:26][N:22]1[C:12]([C:10]1[CH:9]=[CH:8][C:7]([N:15]2[CH2:18][C:17]([F:20])([F:19])[CH2:16]2)=[C:6]([O:5][CH2:4][CH:1]2[CH2:2][CH2:3]2)[N:11]=1)=[O:14])=[O:28]. (6) Given the reactants Cl[C:2]1[O:3][C:4]2[C:5](=[C:7]([C:19]#[N:20])[C:8]([CH3:18])=[C:9]([C:12]3[CH:17]=[CH:16][CH:15]=[CH:14][CH:13]=3)[C:10]=2[F:11])[N:6]=1.[CH:21]([N:24](C(C)C)[CH2:25]C)(C)C.Cl.[NH:31]1[CH2:34][CH:33]([C:35](C[N-]C)=[O:36])[CH2:32]1, predict the reaction product. The product is: [C:19]([C:7]1[C:5]2[N:6]=[C:2]([N:31]3[CH2:32][CH:33]([C:35]([N:24]([CH3:25])[CH3:21])=[O:36])[CH2:34]3)[O:3][C:4]=2[C:10]([F:11])=[C:9]([C:12]2[CH:17]=[CH:16][CH:15]=[CH:14][CH:13]=2)[C:8]=1[CH3:18])#[N:20].